This data is from Peptide-MHC class II binding affinity with 134,281 pairs from IEDB. The task is: Regression. Given a peptide amino acid sequence and an MHC pseudo amino acid sequence, predict their binding affinity value. This is MHC class II binding data. (1) The peptide sequence is YKLGPSPKARSERPA. The MHC is DRB1_1001 with pseudo-sequence DRB1_1001. The binding affinity (normalized) is 0.359. (2) The binding affinity (normalized) is 0.271. The MHC is HLA-DQA10501-DQB10301 with pseudo-sequence HLA-DQA10501-DQB10301. The peptide sequence is EGGNIYTKKEAFNVE. (3) The binding affinity (normalized) is 0.231. The MHC is HLA-DPA10201-DPB11401 with pseudo-sequence HLA-DPA10201-DPB11401. The peptide sequence is QQYTAALSPILFECL. (4) The peptide sequence is QMRSMPFLRKTRWTF. The MHC is DRB3_0301 with pseudo-sequence DRB3_0301. The binding affinity (normalized) is 0.454. (5) The peptide sequence is DMFFATVGFALGVFV. The MHC is HLA-DPA10201-DPB10501 with pseudo-sequence HLA-DPA10201-DPB10501. The binding affinity (normalized) is 0. (6) The peptide sequence is QATFMVFQALAQYQKDAP. The MHC is DRB1_1501 with pseudo-sequence DRB1_1501. The binding affinity (normalized) is 0. (7) The binding affinity (normalized) is 0.262. The MHC is DRB1_0405 with pseudo-sequence DRB1_0405. The peptide sequence is KDKWIALKESWGAIW.